This data is from Forward reaction prediction with 1.9M reactions from USPTO patents (1976-2016). The task is: Predict the product of the given reaction. (1) Given the reactants C[O:2][C:3]1[CH:4]=[C:5]([CH:11]=[CH:12][C:13]([C:15]2[CH:20]=[CH:19][CH:18]=[C:17]([OH:21])[CH:16]=2)=[O:14])[CH:6]=[CH:7][C:8]=1[O:9][CH3:10].C1C(C=O)=CC2OCOC=2C=1, predict the reaction product. The product is: [OH:21][C:17]1[CH:16]=[C:15]([CH:20]=[CH:19][CH:18]=1)[C:13](=[O:14])[CH:12]=[CH:11][C:5]1[CH:6]=[CH:7][C:8]2[O:9][CH2:10][O:2][C:3]=2[CH:4]=1. (2) Given the reactants [NH2:1][C:2]1[S:3][CH:4]=[C:5]([C:7]2([C:25]([NH:27][CH2:28][C:29]3[CH:34]=[C:33]([C:35]([F:38])([F:37])[F:36])[CH:32]=[C:31]([C:39]([F:42])([F:41])[F:40])[CH:30]=3)=[O:26])[CH2:11][CH2:10][CH:9]([N:12]3[CH2:17][CH2:16][CH:15]([C:18]4[CH:23]=[CH:22][C:21]([F:24])=[CH:20][CH:19]=4)[CH2:14][CH2:13]3)[CH2:8]2)[N:6]=1.[C:43](OC(=O)C)(=[O:45])[CH3:44].N1C=CC=CC=1, predict the reaction product. The product is: [C:43]([NH:1][C:2]1[S:3][CH:4]=[C:5]([C:7]2([C:25]([NH:27][CH2:28][C:29]3[CH:34]=[C:33]([C:35]([F:36])([F:37])[F:38])[CH:32]=[C:31]([C:39]([F:42])([F:41])[F:40])[CH:30]=3)=[O:26])[CH2:11][CH2:10][CH:9]([N:12]3[CH2:13][CH2:14][CH:15]([C:18]4[CH:23]=[CH:22][C:21]([F:24])=[CH:20][CH:19]=4)[CH2:16][CH2:17]3)[CH2:8]2)[N:6]=1)(=[O:45])[CH3:44]. (3) Given the reactants [CH3:1][NH2:2].[CH2:3]([O:5][CH:6]([O:15][CH2:16][CH3:17])[C:7]1[CH:14]=[CH:13][C:10]([CH:11]=O)=[CH:9][CH:8]=1)[CH3:4].[BH4-].[Na+].[OH-].[Na+], predict the reaction product. The product is: [CH2:3]([O:5][CH:6]([O:15][CH2:16][CH3:17])[C:7]1[CH:14]=[CH:13][C:10]([CH2:11][NH:2][CH3:1])=[CH:9][CH:8]=1)[CH3:4]. (4) Given the reactants C[Si]([N-][Si](C)(C)C)(C)C.[Na+].[CH2:11]1COCC1.[F:16][C:17]1[CH:18]=[C:19]([C@@H:24]2[CH2:29][CH2:28][CH2:27][C:26](=[O:30])[N:25]2[C:31]([O:33][C:34]([CH3:37])([CH3:36])[CH3:35])=[O:32])[CH:20]=[C:21]([F:23])[CH:22]=1.IC, predict the reaction product. The product is: [F:16][C:17]1[CH:18]=[C:19]([C@H:24]2[N:25]([C:31]([O:33][C:34]([CH3:37])([CH3:36])[CH3:35])=[O:32])[C:26](=[O:30])[C@H:27]([CH3:11])[CH2:28][CH2:29]2)[CH:20]=[C:21]([F:23])[CH:22]=1. (5) Given the reactants [CH3:1]SCCC(Cl)=O.[CH3:8][S:9][CH2:10][CH2:11][C:12]([N:14]=[C:15]=[S:16])=[O:13].[CH3:17][O:18][C:19]1[CH:20]=[C:21]2[C:26](=[CH:27][C:28]=1[O:29][CH3:30])[N:25]=[CH:24]N=[C:22]2[O:31][C:32]1[CH:38]=[CH:37][C:35]([NH2:36])=[CH:34][C:33]=1[F:39].C1(C)C=CC=CC=1, predict the reaction product. The product is: [CH3:8][S:9][CH2:10][CH2:11][C:12]([N:14]=[C:15]=[S:16])=[O:13].[CH3:17][O:18][C:19]1[CH:20]=[C:21]2[C:26](=[CH:27][C:28]=1[O:29][CH3:30])[N:25]=[CH:24][CH:1]=[C:22]2[O:31][C:32]1[CH:38]=[CH:37][C:35]([NH:36][C:15]([NH:14][C:12](=[O:13])[CH2:11][CH2:10][S:9][CH3:8])=[S:16])=[CH:34][C:33]=1[F:39]. (6) Given the reactants [C:1]1([CH2:7][C:8]([NH2:10])=[O:9])[CH:6]=[CH:5][CH:4]=[CH:3][CH:2]=1.C(Cl)(=O)[C:12](Cl)=[O:13].[NH2:17][C:18]1[CH:36]=[CH:35][C:21]([O:22][C:23]2[CH:28]=[CH:27][N:26]=[C:25]([NH:29][C:30](=[O:34])[N:31]([CH3:33])[CH3:32])[CH:24]=2)=[CH:20][CH:19]=1.C(OCC)(=O)C, predict the reaction product. The product is: [CH3:32][N:31]([CH3:33])[C:30]([NH:29][C:25]1[CH:24]=[C:23]([O:22][C:21]2[CH:35]=[CH:36][C:18]([NH:17][C:12]([NH:10][C:8](=[O:9])[CH2:7][C:1]3[CH:6]=[CH:5][CH:4]=[CH:3][CH:2]=3)=[O:13])=[CH:19][CH:20]=2)[CH:28]=[CH:27][N:26]=1)=[O:34].